From a dataset of Reaction yield outcomes from USPTO patents with 853,638 reactions. Predict the reaction yield, written as a fraction of the theoretical maximum amount of product (1.0 means a 100% yield; for example, 0.34 means a 34% yield). The reactants are [C:1]([O:5][C:6]([N:8]1[CH2:13][CH2:12][C:11]([CH:17]([CH3:19])[CH3:18])([C:14](O)=[O:15])[CH2:10][CH2:9]1)=[O:7])([CH3:4])([CH3:3])[CH3:2].C(Cl)(=O)C(Cl)=O.C[N:27](C)C=O.[OH-].[NH4+]. The catalyst is ClCCl. The product is [NH2:27][C:14]([C:11]1([CH:17]([CH3:19])[CH3:18])[CH2:12][CH2:13][N:8]([C:6]([O:5][C:1]([CH3:4])([CH3:3])[CH3:2])=[O:7])[CH2:9][CH2:10]1)=[O:15]. The yield is 0.820.